Dataset: Catalyst prediction with 721,799 reactions and 888 catalyst types from USPTO. Task: Predict which catalyst facilitates the given reaction. (1) Reactant: [NH:1]1[CH2:5][CH2:4][C@@H:3]2[CH2:6][N:7]([C:9]([O:11][C:12]([CH3:15])([CH3:14])[CH3:13])=[O:10])[CH2:8][C@H:2]12.[Br:16][C:17]1[CH:22]=[CH:21][C:20](Br)=[CH:19][CH:18]=1.C1C=CC(P(C2C(C3C(P(C4C=CC=CC=4)C4C=CC=CC=4)=CC=C4C=3C=CC=C4)=C3C(C=CC=C3)=CC=2)C2C=CC=CC=2)=CC=1.[Na].[O-]CCCC. Product: [Br:16][C:17]1[CH:22]=[CH:21][C:20]([N:1]2[CH2:5][CH2:4][C@@H:3]3[CH2:6][N:7]([C:9]([O:11][C:12]([CH3:15])([CH3:14])[CH3:13])=[O:10])[CH2:8][C@H:2]23)=[CH:19][CH:18]=1. The catalyst class is: 110. (2) Reactant: [F:1][CH:2]([F:13])[C:3]1[N:8]=[C:7]([CH2:9][CH2:10][CH3:11])[NH:6][C:5](=[O:12])[CH:4]=1.Br[CH2:15][C:16]1[CH:21]=[CH:20][C:19]([C:22]2[C:23]([C:28]#[N:29])=[CH:24][CH:25]=[CH:26][CH:27]=2)=[CH:18][CH:17]=1.C(=O)([O-])[O-].[K+].[K+]. Product: [F:13][CH:2]([F:1])[C:3]1[N:8]=[C:7]([CH2:9][CH2:10][CH3:11])[N:6]([CH2:15][C:16]2[CH:17]=[CH:18][C:19]([C:22]3[C:23]([C:28]#[N:29])=[CH:24][CH:25]=[CH:26][CH:27]=3)=[CH:20][CH:21]=2)[C:5](=[O:12])[CH:4]=1. The catalyst class is: 115. (3) Reactant: [CH2:1]([O:3][C:4]([N:6]1[CH2:11][CH2:10][CH:9]([C:12]2[C:20]3[C:15](=[CH:16][CH:17]=[C:18]([O:21][CH3:22])[CH:19]=3)[NH:14][CH:13]=2)[CH2:8][CH2:7]1)=[O:5])[CH3:2].Br[CH2:24][C:25]1[CH:29]=[CH:28][O:27][CH:26]=1. Product: [CH2:1]([O:3][C:4]([N:6]1[CH2:11][CH2:10][CH:9]([C:12]2[C:20]3[C:15](=[CH:16][CH:17]=[C:18]([O:21][CH3:22])[CH:19]=3)[N:14]([CH2:24][C:25]3[CH:29]=[CH:28][O:27][CH:26]=3)[CH:13]=2)[CH2:8][CH2:7]1)=[O:5])[CH3:2]. The catalyst class is: 27.